This data is from Merck oncology drug combination screen with 23,052 pairs across 39 cell lines. The task is: Regression. Given two drug SMILES strings and cell line genomic features, predict the synergy score measuring deviation from expected non-interaction effect. (1) Drug 1: N.N.O=C(O)C1(C(=O)O)CCC1.[Pt]. Drug 2: COC1=C2CC(C)CC(OC)C(O)C(C)C=C(C)C(OC(N)=O)C(OC)C=CC=C(C)C(=O)NC(=CC1=O)C2=O. Cell line: NCIH1650. Synergy scores: synergy=-17.2. (2) Drug 1: CN(Cc1cnc2nc(N)nc(N)c2n1)c1ccc(C(=O)NC(CCC(=O)O)C(=O)O)cc1. Drug 2: CCc1cnn2c(NCc3ccc[n+]([O-])c3)cc(N3CCCCC3CCO)nc12. Cell line: ES2. Synergy scores: synergy=-5.72. (3) Drug 1: O=P1(N(CCCl)CCCl)NCCCO1. Drug 2: COC1CC2CCC(C)C(O)(O2)C(=O)C(=O)N2CCCCC2C(=O)OC(C(C)CC2CCC(OP(C)(C)=O)C(OC)C2)CC(=O)C(C)C=C(C)C(O)C(OC)C(=O)C(C)CC(C)C=CC=CC=C1C. Cell line: NCIH460. Synergy scores: synergy=11.0. (4) Drug 1: CN1C(=O)C=CC2(C)C3CCC4(C)C(NC(=O)OCC(F)(F)F)CCC4C3CCC12. Drug 2: CCc1cnn2c(NCc3ccc[n+]([O-])c3)cc(N3CCCCC3CCO)nc12. Cell line: LOVO. Synergy scores: synergy=-6.93. (5) Drug 1: N#Cc1ccc(Cn2cncc2CN2CCN(c3cccc(Cl)c3)C(=O)C2)cc1. Drug 2: CCC1=CC2CN(C1)Cc1c([nH]c3ccccc13)C(C(=O)OC)(c1cc3c(cc1OC)N(C)C1C(O)(C(=O)OC)C(OC(C)=O)C4(CC)C=CCN5CCC31C54)C2. Cell line: HT144. Synergy scores: synergy=14.5.